Dataset: NCI-60 drug combinations with 297,098 pairs across 59 cell lines. Task: Regression. Given two drug SMILES strings and cell line genomic features, predict the synergy score measuring deviation from expected non-interaction effect. (1) Drug 1: CC1=CC2C(CCC3(C2CCC3(C(=O)C)OC(=O)C)C)C4(C1=CC(=O)CC4)C. Drug 2: CCC1=C2CN3C(=CC4=C(C3=O)COC(=O)C4(CC)O)C2=NC5=C1C=C(C=C5)O. Cell line: NCIH23. Synergy scores: CSS=23.7, Synergy_ZIP=4.84, Synergy_Bliss=6.90, Synergy_Loewe=-31.6, Synergy_HSA=4.83. (2) Drug 1: CC(C1=C(C=CC(=C1Cl)F)Cl)OC2=C(N=CC(=C2)C3=CN(N=C3)C4CCNCC4)N. Drug 2: C1C(C(OC1N2C=NC3=C(N=C(N=C32)Cl)N)CO)O. Cell line: SF-539. Synergy scores: CSS=-2.70, Synergy_ZIP=-0.513, Synergy_Bliss=-4.29, Synergy_Loewe=-4.32, Synergy_HSA=-4.36. (3) Drug 1: CCC1=CC2CC(C3=C(CN(C2)C1)C4=CC=CC=C4N3)(C5=C(C=C6C(=C5)C78CCN9C7C(C=CC9)(C(C(C8N6C)(C(=O)OC)O)OC(=O)C)CC)OC)C(=O)OC.C(C(C(=O)O)O)(C(=O)O)O. Drug 2: CC1=CC=C(C=C1)C2=CC(=NN2C3=CC=C(C=C3)S(=O)(=O)N)C(F)(F)F. Cell line: A549. Synergy scores: CSS=48.8, Synergy_ZIP=2.95, Synergy_Bliss=3.28, Synergy_Loewe=-10.3, Synergy_HSA=3.90. (4) Drug 1: CC1C(C(CC(O1)OC2CC(CC3=C2C(=C4C(=C3O)C(=O)C5=C(C4=O)C(=CC=C5)OC)O)(C(=O)C)O)N)O.Cl. Drug 2: CC(C)CN1C=NC2=C1C3=CC=CC=C3N=C2N. Cell line: BT-549. Synergy scores: CSS=4.11, Synergy_ZIP=-4.93, Synergy_Bliss=3.23, Synergy_Loewe=-16.4, Synergy_HSA=1.17.